The task is: Regression. Given a peptide amino acid sequence and an MHC pseudo amino acid sequence, predict their binding affinity value. This is MHC class II binding data.. This data is from Peptide-MHC class II binding affinity with 134,281 pairs from IEDB. (1) The peptide sequence is MAVHQYTVALFLAVA. The MHC is DRB3_0101 with pseudo-sequence DRB3_0101. The binding affinity (normalized) is 0.105. (2) The peptide sequence is TPESATPFPHRKGVL. The MHC is HLA-DPA10301-DPB10402 with pseudo-sequence HLA-DPA10301-DPB10402. The binding affinity (normalized) is 0. (3) The peptide sequence is EGKVVQYENLKYTVI. The MHC is DRB4_0101 with pseudo-sequence DRB4_0103. The binding affinity (normalized) is 0.623. (4) The peptide sequence is QHLCGSHLVEALYLV. The binding affinity (normalized) is 0.572. The MHC is DRB1_1501 with pseudo-sequence DRB1_1501. (5) The peptide sequence is LNKFISPKSVAGRFA. The binding affinity (normalized) is 0.184. The MHC is DRB1_0405 with pseudo-sequence DRB1_0405.